Dataset: Full USPTO retrosynthesis dataset with 1.9M reactions from patents (1976-2016). Task: Predict the reactants needed to synthesize the given product. Given the product [C:33]1([C:32]2[N:21]3[CH:22]=[CH:23][C:24]([C:26]4[CH:27]=[CH:28][N:29]=[CH:30][CH:31]=4)=[CH:25][C:20]3=[N:19][C:18]=2[C:15]2[CH:14]=[CH:13][C:12]([C:8]3([NH2:7])[CH2:11][CH2:10][CH2:9]3)=[CH:17][CH:16]=2)[CH:34]=[CH:35][CH:36]=[CH:37][CH:38]=1, predict the reactants needed to synthesize it. The reactants are: C(OC(=O)[NH:7][C:8]1([C:12]2[CH:17]=[CH:16][C:15]([C:18]3[N:19]=[C:20]4[CH:25]=[C:24]([C:26]5[CH:31]=[CH:30][N:29]=[CH:28][CH:27]=5)[CH:23]=[CH:22][N:21]4[C:32]=3[C:33]3[CH:38]=[CH:37][CH:36]=[CH:35][CH:34]=3)=[CH:14][CH:13]=2)[CH2:11][CH2:10][CH2:9]1)(C)(C)C.Cl.O1CCOCC1.